Dataset: Catalyst prediction with 721,799 reactions and 888 catalyst types from USPTO. Task: Predict which catalyst facilitates the given reaction. Reactant: [CH2:1]([O:8][CH:9]1[CH2:12][CH:11]([CH2:13][OH:14])[CH2:10]1)[C:2]1[CH:7]=[CH:6][CH:5]=[CH:4][CH:3]=1.N1C=CN=C1.[Si:20](Cl)([C:23]([CH3:26])([CH3:25])[CH3:24])([CH3:22])[CH3:21]. Product: [CH2:1]([O:8][CH:9]1[CH2:12][CH:11]([CH2:13][O:14][Si:20]([C:23]([CH3:26])([CH3:25])[CH3:24])([CH3:22])[CH3:21])[CH2:10]1)[C:2]1[CH:7]=[CH:6][CH:5]=[CH:4][CH:3]=1. The catalyst class is: 9.